This data is from NCI-60 drug combinations with 297,098 pairs across 59 cell lines. The task is: Regression. Given two drug SMILES strings and cell line genomic features, predict the synergy score measuring deviation from expected non-interaction effect. Drug 1: CC1CCC2CC(C(=CC=CC=CC(CC(C(=O)C(C(C(=CC(C(=O)CC(OC(=O)C3CCCCN3C(=O)C(=O)C1(O2)O)C(C)CC4CCC(C(C4)OC)O)C)C)O)OC)C)C)C)OC. Drug 2: CCC1=C2CN3C(=CC4=C(C3=O)COC(=O)C4(CC)O)C2=NC5=C1C=C(C=C5)O. Cell line: RPMI-8226. Synergy scores: CSS=22.6, Synergy_ZIP=-4.00, Synergy_Bliss=2.00, Synergy_Loewe=-3.89, Synergy_HSA=0.325.